From a dataset of Full USPTO retrosynthesis dataset with 1.9M reactions from patents (1976-2016). Predict the reactants needed to synthesize the given product. (1) Given the product [C:1]1([C:7]2([CH3:17])[C:8](=[O:16])[N:9]([C:38]3[CH:37]=[CH:36][CH:35]=[C:34]([NH:33][C:31](=[O:32])[CH3:30])[CH:39]=3)[C:10](=[O:15])[N:11]([CH3:14])[C:12]2=[O:13])[CH2:6][CH2:5][CH2:4][CH2:3][CH:2]=1, predict the reactants needed to synthesize it. The reactants are: [C:1]1([C:7]2([CH3:17])[C:12](=[O:13])[N:11]([CH3:14])[C:10](=[O:15])[NH:9][C:8]2=[O:16])[CH2:6][CH2:5][CH2:4][CH2:3][CH:2]=1.CN(C=O)C.C([O-])([O-])=O.[K+].[K+].Cl[CH2:30][C:31]([NH:33][C:34]1[CH:39]=[CH:38][CH:37]=[CH:36][CH:35]=1)=[O:32]. (2) Given the product [CH:3]1([NH:6][C:7](=[O:46])[C:8]2[CH:13]=[C:12]([C:14]3[CH:15]=[C:16]4[C:21](=[CH:22][CH:23]=3)[C:20](=[O:24])[N:19]([CH2:25][C:26]([CH3:30])([CH3:29])[CH2:27][OH:28])[CH:18]=[C:17]4[S:31]([N:34]3[CH2:39][CH2:38][NH:37][C@@H:36]([CH2:42][OH:41])[CH2:35]3)(=[O:33])=[O:32])[C:11]([CH3:44])=[C:10]([F:45])[CH:9]=2)[CH2:4][CH2:5]1, predict the reactants needed to synthesize it. The reactants are: [OH-].[Na+].[CH:3]1([NH:6][C:7](=[O:46])[C:8]2[CH:13]=[C:12]([C:14]3[CH:15]=[C:16]4[C:21](=[CH:22][CH:23]=3)[C:20](=[O:24])[N:19]([CH2:25][C:26]([CH3:30])([CH3:29])[CH2:27][OH:28])[CH:18]=[C:17]4[S:31]([N:34]3[CH2:39][CH2:38][N:37]4C(=O)[O:41][CH2:42][C@H:36]4[CH2:35]3)(=[O:33])=[O:32])[C:11]([CH3:44])=[C:10]([F:45])[CH:9]=2)[CH2:5][CH2:4]1.C(O)(=O)C.